This data is from Forward reaction prediction with 1.9M reactions from USPTO patents (1976-2016). The task is: Predict the product of the given reaction. (1) Given the reactants S(Cl)([Cl:3])=O.[CH3:5][O:6][C:7]1[CH:8]=[C:9]2[C:14](=[CH:15][CH:16]=1)[CH:13]=[C:12]([C@H:17]([CH3:21])[C:18](O)=[O:19])[CH:11]=[CH:10]2.CN(C=O)C, predict the reaction product. The product is: [CH3:5][O:6][C:7]1[CH:8]=[C:9]2[C:14](=[CH:15][CH:16]=1)[CH:13]=[C:12]([C@H:17]([CH3:21])[C:18]([Cl:3])=[O:19])[CH:11]=[CH:10]2. (2) Given the reactants [Cl:1][C:2]1[CH:7]=[CH:6][CH:5]=[CH:4][C:3]=1[CH2:8][C:9]([NH:11][NH2:12])=O.[CH3:13][O:14][C:15]1[CH:16]=[C:17]([N:21]=[C:22]=[S:23])[CH:18]=[CH:19][CH:20]=1, predict the reaction product. The product is: [Cl:1][C:2]1[CH:7]=[CH:6][CH:5]=[CH:4][C:3]=1[CH2:8][C:9]1[N:21]([C:17]2[CH:18]=[CH:19][CH:20]=[C:15]([O:14][CH3:13])[CH:16]=2)[C:22](=[S:23])[NH:12][N:11]=1. (3) Given the reactants [CH2:1]([C:3]1[CH:10]=[CH:9][CH:8]=[CH:7][C:4]=1[CH:5]=O)[CH3:2].ClC1C=[C:14](C=CC=1)[CH:15]=[O:16].[CH3:20][Si:21]([CH3:28])([CH3:27])N[Si:21]([CH3:28])([CH3:27])[CH3:20].C([Li])CCC.C[Si](Cl)(C)C.C([N:41](CC)CC)C.C(Cl)(=O)C, predict the reaction product. The product is: [CH2:1]([C:3]1[CH:10]=[CH:9][CH:8]=[CH:7][C:4]=1[CH:5]=[N:41][C:15]([O:14][Si:21]([CH3:28])([CH3:27])[CH3:20])=[CH2:16])[CH3:2]. (4) Given the reactants [N:1]1[N:2]([C:6]2[CH:14]=[CH:13][CH:12]=[CH:11][C:7]=2[C:8]([OH:10])=O)[N:3]=[CH:4][CH:5]=1.Cl.[CH3:16][C@H:17]1[NH:22][CH2:21][C@H:20]([CH2:23][OH:24])[CH2:19][CH2:18]1.[OH-].[Na+].O, predict the reaction product. The product is: [N:3]1[N:2]([C:6]2[CH:14]=[CH:13][CH:12]=[CH:11][C:7]=2[C:8]([N:22]2[CH2:21][C@H:20]([CH2:23][OH:24])[CH2:19][CH2:18][C@H:17]2[CH3:16])=[O:10])[N:1]=[CH:5][CH:4]=1.